From a dataset of Forward reaction prediction with 1.9M reactions from USPTO patents (1976-2016). Predict the product of the given reaction. (1) Given the reactants [NH2:1][C:2]1[C:7]([NH2:8])=[C:6]([NH:9][C@@H:10]2[C@@H:15]3[O:16][C@@H:12]([CH2:13][CH2:14]3)[C@@H:11]2[C:17]([NH2:19])=[O:18])[C:5]([Cl:20])=[CH:4][N:3]=1.[CH3:21][O:22][C:23]1[CH:30]=[C:29]([N:31]2[CH2:36][CH2:35][O:34][CH2:33][CH2:32]2)[CH:28]=[CH:27][C:24]=1[CH:25]=O.C([O-])(=O)C.[NH4+], predict the reaction product. The product is: [Cl:20][C:5]1[C:6]([NH:9][C@@H:10]2[C@@H:15]3[O:16][C@@H:12]([CH2:13][CH2:14]3)[C@@H:11]2[C:17]([NH2:19])=[O:18])=[C:7]2[N:8]=[C:25]([C:24]3[CH:27]=[CH:28][C:29]([N:31]4[CH2:36][CH2:35][O:34][CH2:33][CH2:32]4)=[CH:30][C:23]=3[O:22][CH3:21])[NH:1][C:2]2=[N:3][CH:4]=1. (2) Given the reactants [CH3:1][C:2]([N:6]1[CH:10]=[C:9]([NH:11][C:12](=[O:29])[CH:13]([NH:17][C:18](=[O:28])[CH2:19][C:20]2[CH:25]=[C:24]([F:26])[CH:23]=[C:22]([F:27])[CH:21]=2)[CH2:14][CH2:15][CH3:16])[N:8]=[CH:7]1)([CH3:5])[CH:3]=O.[CH3:30][NH:31][CH3:32], predict the reaction product. The product is: [CH3:30][N:31]([CH3:32])[CH2:3][C:2]([N:6]1[CH:10]=[C:9]([NH:11][C:12](=[O:29])[CH:13]([NH:17][C:18](=[O:28])[CH2:19][C:20]2[CH:21]=[C:22]([F:27])[CH:23]=[C:24]([F:26])[CH:25]=2)[CH2:14][CH2:15][CH3:16])[N:8]=[CH:7]1)([CH3:1])[CH3:5]. (3) The product is: [Si:26]([O:25][C@@H:14]1[C@H:13]([O:33][Si:34]([C:37]([CH3:39])([CH3:40])[CH3:38])([CH3:35])[CH3:36])[C@@H:12]([CH2:11][OH:10])[O:16][C@H:15]1[N:17]1[CH:22]=[CH:21][C:20](=[O:23])[N:19]([CH2:61][C:60]2[CH:63]=[CH:64][C:57]([O:56][CH3:55])=[CH:58][CH:59]=2)[C:18]1=[O:24])([C:29]([CH3:31])([CH3:32])[CH3:30])([CH3:28])[CH3:27]. Given the reactants COC1C=CC(C(C2C=CC(OC)=CC=2)[O:10][CH:11](C2C=CC=CC=2)[CH:12]2[O:16][CH:15]([N:17]3[CH:22]=[CH:21][C:20](=[O:23])[NH:19][C:18]3=[O:24])[CH:14]([O:25][Si:26]([C:29]([CH3:32])([CH3:31])[CH3:30])([CH3:28])[CH3:27])[CH:13]2[O:33][Si:34]([C:37]([CH3:40])([CH3:39])[CH3:38])([CH3:36])[CH3:35])=CC=1.[CH3:55][O:56][C:57]1[CH:64]=[CH:63][C:60]([CH2:61]Cl)=[CH:59][CH:58]=1.C(OCCl)C1C=CC=CC=1, predict the reaction product. (4) Given the reactants [CH3:1][C:2]1([CH3:13])[C:11]2[C:6](=[CH:7][CH:8]=[C:9]([CH3:12])[CH:10]=2)[CH2:5][CH2:4][CH2:3]1.Br([O-])(=O)=[O:15].[K+].[N+]([O-])([O-])=O.[NH4+].[Ce], predict the reaction product. The product is: [CH3:1][C:2]1([CH3:13])[C:11]2[C:6](=[CH:7][CH:8]=[C:9]([CH3:12])[CH:10]=2)[C:5](=[O:15])[CH2:4][CH2:3]1. (5) Given the reactants [NH2:1][CH:2]([CH2:12][C:13]1[CH:18]=[CH:17][C:16]([C:19]([F:22])([F:21])[F:20])=[C:15]([F:23])[CH:14]=1)[CH:3]([C:5]1[CH:10]=[CH:9][C:8]([F:11])=[CH:7][CH:6]=1)[OH:4].[F:24][C:25]1[C:34]2[C:29](=[CH:30][CH:31]=[CH:32][CH:33]=2)[C:28]([C:35](O)=[O:36])=[CH:27][CH:26]=1.Cl.C(N=C=NCCCN(C)C)C.ON1C2C=CC=CC=2N=N1, predict the reaction product. The product is: [F:11][C:8]1[CH:9]=[CH:10][C:5]([CH:3]([OH:4])[CH:2]([NH:1][C:35]([C:28]2[C:29]3[C:34](=[CH:33][CH:32]=[CH:31][CH:30]=3)[C:25]([F:24])=[CH:26][CH:27]=2)=[O:36])[CH2:12][C:13]2[CH:18]=[CH:17][C:16]([C:19]([F:22])([F:20])[F:21])=[C:15]([F:23])[CH:14]=2)=[CH:6][CH:7]=1. (6) Given the reactants [F:1][C:2]1[CH:3]=[C:4]([NH:11][C:12]([CH3:17])([CH3:16])[C:13]([OH:15])=[O:14])[CH:5]=[CH:6][C:7]=1[CH2:8][O:9][CH3:10].[C:18]([O-])([O-])=O.[K+].[K+].CI, predict the reaction product. The product is: [F:1][C:2]1[CH:3]=[C:4]([NH:11][C:12]([CH3:17])([CH3:16])[C:13]([O:15][CH3:18])=[O:14])[CH:5]=[CH:6][C:7]=1[CH2:8][O:9][CH3:10].